From a dataset of Full USPTO retrosynthesis dataset with 1.9M reactions from patents (1976-2016). Predict the reactants needed to synthesize the given product. Given the product [Cl:1][C:2]1[N:7]=[C:6]([C:8]2[S:12][C:11]([C:13]([CH3:16])([CH3:15])[CH3:14])=[N:10][C:9]=2[C:17]2[CH:18]=[CH:19][C:20]([F:24])=[C:21]([NH:22][S:39]([C:33]3[C:34]([F:38])=[CH:35][CH:36]=[CH:37][C:32]=3[F:31])(=[O:41])=[O:40])[CH:23]=2)[CH:5]=[CH:4][N:3]=1, predict the reactants needed to synthesize it. The reactants are: [Cl:1][C:2]1[N:7]=[C:6]([C:8]2[S:12][C:11]([C:13]([CH3:16])([CH3:15])[CH3:14])=[N:10][C:9]=2[C:17]2[CH:18]=[CH:19][C:20]([F:24])=[C:21]([CH:23]=2)[NH2:22])[CH:5]=[CH:4][N:3]=1.N1C=CC=CC=1.[F:31][C:32]1[CH:37]=[CH:36][CH:35]=[C:34]([F:38])[C:33]=1[S:39](Cl)(=[O:41])=[O:40].